Dataset: Forward reaction prediction with 1.9M reactions from USPTO patents (1976-2016). Task: Predict the product of the given reaction. Given the reactants C([O:3][C:4]([C:6]1[CH:10]=[C:9]([CH3:11])[N:8]([CH2:12][C:13]2[CH:18]=[C:17]([Cl:19])[CH:16]=[CH:15][C:14]=2[O:20][CH2:21][CH:22]2[CH2:26][CH2:25][CH2:24][CH2:23]2)[N:7]=1)=[O:5])C.[OH-].[Na+], predict the reaction product. The product is: [Cl:19][C:17]1[CH:16]=[CH:15][C:14]([O:20][CH2:21][CH:22]2[CH2:23][CH2:24][CH2:25][CH2:26]2)=[C:13]([CH:18]=1)[CH2:12][N:8]1[C:9]([CH3:11])=[CH:10][C:6]([C:4]([OH:5])=[O:3])=[N:7]1.